From a dataset of Peptide-MHC class II binding affinity with 134,281 pairs from IEDB. Regression. Given a peptide amino acid sequence and an MHC pseudo amino acid sequence, predict their binding affinity value. This is MHC class II binding data. (1) The peptide sequence is TLWQRPVVTIKIGGQLREAL. The MHC is HLA-DPA10201-DPB10501 with pseudo-sequence HLA-DPA10201-DPB10501. The binding affinity (normalized) is 0.537. (2) The peptide sequence is AFKVAADAANAAPAN. The MHC is DRB1_0701 with pseudo-sequence DRB1_0701. The binding affinity (normalized) is 0.351. (3) The peptide sequence is NHGLKTRQEKWMTGR. The MHC is H-2-IEd with pseudo-sequence H-2-IEd. The binding affinity (normalized) is 0. (4) The peptide sequence is LPRPPATPPPPPPPQ. The MHC is DRB1_1001 with pseudo-sequence DRB1_1001. The binding affinity (normalized) is 0.224. (5) The peptide sequence is ELFVAAYVPYVAWLV. The MHC is HLA-DQA10101-DQB10501 with pseudo-sequence HLA-DQA10101-DQB10501. The binding affinity (normalized) is 0.709. (6) The peptide sequence is ATEVVRRLTATAHRG. The MHC is HLA-DPA10201-DPB11401 with pseudo-sequence HLA-DPA10201-DPB11401. The binding affinity (normalized) is 0.131. (7) The peptide sequence is FTVQKGSDPKKLVLN. The MHC is HLA-DQA10101-DQB10501 with pseudo-sequence HLA-DQA10101-DQB10501. The binding affinity (normalized) is 0.